Predict the reaction yield, written as a fraction of the theoretical maximum amount of product (1.0 means a 100% yield; for example, 0.34 means a 34% yield). From a dataset of Reaction yield outcomes from USPTO patents with 853,638 reactions. (1) The reactants are Cl[C:2]1[CH:7]=[C:6]([NH:8][CH:9]2[CH2:18][C:17]3[CH:16]=[C:15]([C:19]([O:21][CH3:22])=[O:20])[CH:14]=[CH:13][C:12]=3[CH2:11][CH2:10]2)[CH:5]=[CH:4][N:3]=1. The catalyst is C(O)C.CCOC(C)=O.[Pd]. The product is [N:3]1[CH:4]=[CH:5][C:6]([NH:8][CH:9]2[CH2:18][C:17]3[CH:16]=[C:15]([C:19]([O:21][CH3:22])=[O:20])[CH:14]=[CH:13][C:12]=3[CH2:11][CH2:10]2)=[CH:7][CH:2]=1. The yield is 0.270. (2) The reactants are [F:1][C:2]1[CH:7]=[CH:6][C:5]([OH:8])=[CH:4][CH:3]=1.[C:9](O)([CH3:12])([CH3:11])[CH3:10].S(=O)(=O)(O)O. The catalyst is C(Cl)Cl. The product is [C:9]([C:6]1[CH:7]=[C:2]([F:1])[CH:3]=[CH:4][C:5]=1[OH:8])([CH3:12])([CH3:11])[CH3:10]. The yield is 0.420.